From a dataset of Catalyst prediction with 721,799 reactions and 888 catalyst types from USPTO. Predict which catalyst facilitates the given reaction. Reactant: CO[N:3]=[C:4]1[C:12]2[C:7](=[CH:8][C:9]([N:13]3[CH2:18][CH2:17][CH2:16][CH2:15][CH2:14]3)=[CH:10][CH:11]=2)[CH2:6][CH2:5]1.N.[H][H]. Product: [N:13]1([C:9]2[CH:8]=[C:7]3[C:12](=[CH:11][CH:10]=2)[CH:4]([NH2:3])[CH2:5][CH2:6]3)[CH2:14][CH2:15][CH2:16][CH2:17][CH2:18]1. The catalyst class is: 43.